Task: Predict the reactants needed to synthesize the given product.. Dataset: Full USPTO retrosynthesis dataset with 1.9M reactions from patents (1976-2016) (1) The reactants are: [O:1]=[C:2]1[NH:8][C:7]2[CH:9]=[CH:10][CH:11]=[CH:12][C:6]=2[O:5][C@H:4]([C:13]2[CH:18]=[CH:17][CH:16]=[CH:15][CH:14]=2)[C@@H:3]1[NH:19][C:20](=[O:33])[C@H:21]([CH3:32])[NH:22][C:23](=[O:31])[CH2:24][C:25]1[CH:30]=[CH:29][CH:28]=[CH:27][CH:26]=1.[F:34]C1C=CC=CC=1CC(O)=O. Given the product [F:34][C:30]1[CH:29]=[CH:28][CH:27]=[CH:26][C:25]=1[CH2:24][C:23]([NH:22][C@H:21]([C:20]([NH:19][C@@H:3]1[C:2](=[O:1])[NH:8][C:7]2[CH:9]=[CH:10][CH:11]=[CH:12][C:6]=2[O:5][C@@H:4]1[C:13]1[CH:18]=[CH:17][CH:16]=[CH:15][CH:14]=1)=[O:33])[CH3:32])=[O:31], predict the reactants needed to synthesize it. (2) Given the product [F:27][C:28]1[CH:38]=[CH:37][CH:36]=[CH:35][C:29]=1[CH:30]=[CH:31][C:32]([NH:9][C@H:8]([C:10]([O:12][CH3:13])=[O:11])[CH2:7][C:6]1[C:14]2[C:19](=[CH:18][CH:17]=[CH:16][CH:15]=2)[N:4]([CH:2]=[O:3])[CH:5]=1)=[O:33], predict the reactants needed to synthesize it. The reactants are: Cl.[CH:2]([N:4]1[C:19]2[C:14](=[CH:15][CH:16]=[CH:17][CH:18]=2)[C:6]([CH2:7][C@@H:8]([C:10]([O:12][CH3:13])=[O:11])[NH2:9])=[CH:5]1)=[O:3].C(N(CC)CC)C.[F:27][C:28]1[CH:38]=[CH:37][CH:36]=[CH:35][C:29]=1[CH:30]=[CH:31][C:32](O)=[O:33].CCN=C=NCCCN(C)C.Cl. (3) Given the product [C:23]1([C:11]([OH:10])([CH3:12])[CH2:3][OH:4])[CH:28]=[CH:27][CH:26]=[CH:25][CH:24]=1, predict the reactants needed to synthesize it. The reactants are: C1C[O:4][CH2:3]C1.C[N+]1([O-])[CH2:12][CH2:11][O:10]CC1.CCOC(C)=O.C=C([C:23]1[CH:28]=[CH:27][CH:26]=[CH:25][CH:24]=1)C. (4) Given the product [ClH:20].[NH2:1][C:2]1[N:7]=[CH:6][C:5](/[CH:8]=[CH:9]/[C:10]([N:40]([CH3:39])[CH2:41][C:42]2[S:46][C:45]3[CH:47]=[CH:48][CH:49]=[CH:50][C:44]=3[C:43]=2[CH3:51])=[O:12])=[CH:4][C:3]=1[CH2:13][N:14]1[CH2:19][CH2:18][O:17][CH2:16][CH2:15]1, predict the reactants needed to synthesize it. The reactants are: [NH2:1][C:2]1[N:7]=[CH:6][C:5](/[CH:8]=[CH:9]/[C:10]([OH:12])=O)=[CH:4][C:3]=1[CH2:13][N:14]1[CH2:19][CH2:18][O:17][CH2:16][CH2:15]1.[ClH:20].CN1CC2C=C(/C=C/C(O)=O)C=NC=2NC(=O)C1.[CH3:39][NH:40][CH2:41][C:42]1[S:46][C:45]2[CH:47]=[CH:48][CH:49]=[CH:50][C:44]=2[C:43]=1[CH3:51].CNCC1C=CC2C(=CC=CC=2)C=1CCC. (5) Given the product [CH3:1][N:2]1[C:7](=[O:8])[C:6]2[C:9]([C:30]3[CH:35]=[CH:34][CH:33]=[CH:32][CH:31]=3)=[C:10]([C:12]3[CH:17]=[CH:16][C:15]([C:18]4([NH:22][C:23](=[O:29])[O:24][C:25]([CH3:28])([CH3:27])[CH3:26])[CH2:21][CH2:20][CH2:19]4)=[CH:14][CH:13]=3)[O:11][C:5]=2[NH:4][C:3]1=[O:45], predict the reactants needed to synthesize it. The reactants are: [CH3:1][N:2]1[C:7](=[O:8])[C:6]2[C:9]([C:30]3[CH:35]=[CH:34][CH:33]=[CH:32][CH:31]=3)=[C:10]([C:12]3[CH:17]=[CH:16][C:15]([C:18]4([NH:22][C:23](=[O:29])[O:24][C:25]([CH3:28])([CH3:27])[CH3:26])[CH2:21][CH2:20][CH2:19]4)=[CH:14][CH:13]=3)[O:11][C:5]=2[N:4]=[C:3]1S(C)(=O)=O.[OH-].[Na+].C1C[O:45]CC1.CO. (6) Given the product [CH3:19][O:1][C:2]1[CH:3]=[C:4]([CH:8]=[C:9]([S:11]([F:16])([F:15])([F:14])([F:13])[F:12])[CH:10]=1)[C:5]([O:30][CH3:29])=[O:6], predict the reactants needed to synthesize it. The reactants are: [OH:1][C:2]1[CH:3]=[C:4]([CH:8]=[C:9]([S:11]([F:16])([F:15])([F:14])([F:13])[F:12])[CH:10]=1)[C:5](O)=[O:6].IC.[C:19](=O)([O-])[O-].[K+].[K+].O.CN([CH:29]=[O:30])C. (7) Given the product [CH:3]1[CH:2]=[N:1][C:9]2[C:4]=1[CH2:5][CH:6]=[C:7]1[C:16]3[C:15]([C:23]4[CH2:22][C:21](=[O:28])[CH:20]=[CH:19][C:18]=4[N:17]=3)=[C:14]3[C:13](=[O:24])[NH:12][CH:11]=[C:10]3[C:8]=21, predict the reactants needed to synthesize it. The reactants are: [NH:1]1[C:9]2[C:4](=[CH:5][CH:6]=[CH:7][C:8]=2[C:10]2[C:11](=O)[NH:12][C:13](=[O:24])[C:14]=2[C:15]2[C:23]3[C:18](=[CH:19][CH:20]=[CH:21][CH:22]=3)[NH:17][CH:16]=2)[CH:3]=[CH:2]1.II.[O:28]1CCOCC1. (8) The reactants are: C([O:8][C:9]1[CH:30]=[C:29]([Cl:31])[C:12]([CH2:13][C@@H:14]2[CH2:18][CH2:17][N:16]([CH:19]3[CH2:27][CH2:26][CH2:25][C:24]4[NH:23][N:22]=[CH:21][C:20]3=4)[C:15]2=[O:28])=[C:11]([Cl:32])[CH:10]=1)C1C=CC=CC=1. Given the product [Cl:31][C:29]1[CH:30]=[C:9]([OH:8])[CH:10]=[C:11]([Cl:32])[C:12]=1[CH2:13][C@@H:14]1[CH2:18][CH2:17][N:16]([CH:19]2[CH2:27][CH2:26][CH2:25][C:24]3[NH:23][N:22]=[CH:21][C:20]2=3)[C:15]1=[O:28], predict the reactants needed to synthesize it. (9) Given the product [CH2:1]([O:8][C:9]1[CH:10]=[C:11]([S:15][C:16]2[CH:21]=[CH:20][C:19]([NH2:22])=[C:18]([Cl:25])[CH:17]=2)[CH:12]=[CH:13][CH:14]=1)[C:2]1[CH:3]=[CH:4][CH:5]=[CH:6][CH:7]=1, predict the reactants needed to synthesize it. The reactants are: [CH2:1]([O:8][C:9]1[CH:10]=[C:11]([S:15][C:16]2[CH:21]=[CH:20][C:19]([N+:22]([O-])=O)=[C:18]([Cl:25])[CH:17]=2)[CH:12]=[CH:13][CH:14]=1)[C:2]1[CH:7]=[CH:6][CH:5]=[CH:4][CH:3]=1.CCO.CCOC(C)=O.